This data is from Reaction yield outcomes from USPTO patents with 853,638 reactions. The task is: Predict the reaction yield, written as a fraction of the theoretical maximum amount of product (1.0 means a 100% yield; for example, 0.34 means a 34% yield). The reactants are F[C:2]1[CH:9]=[CH:8][C:5]([C:6]#[N:7])=[CH:4][C:3]=1[C:10]([C:12]1[CH:21]=[CH:20][C:19]2[C:14](=[CH:15][CH:16]=[CH:17][CH:18]=2)[CH:13]=1)=O.O.[NH2:23][NH2:24]. No catalyst specified. The product is [CH:13]1[C:14]2[C:19](=[CH:18][CH:17]=[CH:16][CH:15]=2)[CH:20]=[CH:21][C:12]=1[C:10]1[C:3]2[C:2](=[CH:9][CH:8]=[C:5]([C:6]#[N:7])[CH:4]=2)[NH:24][N:23]=1. The yield is 0.650.